From a dataset of Full USPTO retrosynthesis dataset with 1.9M reactions from patents (1976-2016). Predict the reactants needed to synthesize the given product. (1) Given the product [CH:15]1[C:16]2[C:21](=[CH:20][CH:19]=[CH:18][CH:17]=2)[CH:22]=[CH:23][C:14]=1[O:13][CH2:12][CH2:11][CH2:10][NH2:9], predict the reactants needed to synthesize it. The reactants are: COC1C=CC([NH:9][CH2:10][CH2:11][CH2:12][O:13][C:14]2[CH:23]=[CH:22][C:21]3[C:16](=[CH:17][CH:18]=[CH:19][CH:20]=3)[CH:15]=2)=CC=1.C(Br)C. (2) Given the product [NH2:48][C:2]1[CH:3]=[C:4]([C:8]2[C:17]3[C:12](=[C:13]4[CH:21]=[CH:20][CH:19]=[CH:18][C:14]4=[CH:15][CH:16]=3)[NH:11][C:10](=[O:22])[N:9]=2)[CH:5]=[CH:6][CH:7]=1, predict the reactants needed to synthesize it. The reactants are: Br[C:2]1[CH:3]=[C:4]([C:8]2[C:17]3[C:12](=[C:13]4[CH:21]=[CH:20][CH:19]=[CH:18][C:14]4=[CH:15][CH:16]=3)[NH:11][C:10](=[O:22])[N:9]=2)[CH:5]=[CH:6][CH:7]=1.O1CCOCC1.CC(C)([O-])C.[Na+].C(=[NH:48])(C1C=CC=CC=1)C1C=CC=CC=1.C1(P(C2C=CC=CC=2)C2C=CC3C(=CC=CC=3)C=2C2C3C(=CC=CC=3)C=CC=2P(C2C=CC=CC=2)C2C=CC=CC=2)C=CC=CC=1. (3) Given the product [CH2:1]([N:8]1[CH:13]2[CH2:14][CH2:15][CH:9]1[CH:10]=[C:11]([B:30]1[O:34][C:33]([CH3:36])([CH3:35])[C:32]([CH3:38])([CH3:37])[O:31]1)[CH2:12]2)[C:2]1[CH:7]=[CH:6][CH:5]=[CH:4][CH:3]=1, predict the reactants needed to synthesize it. The reactants are: [CH2:1]([N:8]1[CH:13]2[CH2:14][CH2:15][CH:9]1[CH:10]=[C:11](OS(C(F)(F)F)(=O)=O)[CH2:12]2)[C:2]1[CH:7]=[CH:6][CH:5]=[CH:4][CH:3]=1.O1CCOCC1.[B:30]1([B:30]2[O:34][C:33]([CH3:36])([CH3:35])[C:32]([CH3:38])([CH3:37])[O:31]2)[O:34][C:33]([CH3:36])([CH3:35])[C:32]([CH3:38])([CH3:37])[O:31]1.C([O-])(=O)C.[K+].ClCCl. (4) Given the product [NH2:1][C:2]1[S:3][CH:4]=[C:5]([CH2:7][NH:8][C:9]2[N:14]=[C:13]([CH3:15])[N:12]=[C:11]([NH:16][NH:17][C:26](=[O:27])[C@H:25]([CH2:24][CH:19]3[CH2:20][CH2:21][CH2:22][CH2:23]3)[CH2:29][N:30]([O:31][CH:32]3[CH2:37][CH2:36][CH2:35][CH2:34][O:33]3)[CH:38]=[O:39])[C:10]=2[F:18])[N:6]=1, predict the reactants needed to synthesize it. The reactants are: [NH2:1][C:2]1[S:3][CH:4]=[C:5]([CH2:7][NH:8][C:9]2[N:14]=[C:13]([CH3:15])[N:12]=[C:11]([NH:16][NH2:17])[C:10]=2[F:18])[N:6]=1.[CH:19]1([CH2:24][C@H:25]([CH2:29][N:30]([CH:38]=[O:39])[O:31][CH:32]2[CH2:37][CH2:36][CH2:35][CH2:34][O:33]2)[C:26](O)=[O:27])[CH2:23][CH2:22][CH2:21][CH2:20]1.C1C=NC2N(O)N=NC=2C=1.CN1CCOCC1.C(Cl)CCl.